Dataset: Full USPTO retrosynthesis dataset with 1.9M reactions from patents (1976-2016). Task: Predict the reactants needed to synthesize the given product. (1) Given the product [CH3:1][O:2][C:3](=[O:23])[C:4]1[CH:9]=[C:8]([CH:10]2[CH2:14][CH2:13][CH2:12][O:11]2)[C:7]([C:15]([F:17])([F:18])[F:16])=[CH:6][C:5]=1[NH2:19], predict the reactants needed to synthesize it. The reactants are: [CH3:1][O:2][C:3](=[O:23])[C:4]1[CH:9]=[C:8]([CH:10]2[CH2:14][CH2:13][CH2:12][O:11]2)[C:7]([C:15]([F:18])([F:17])[F:16])=[CH:6][C:5]=1[NH:19]C(=O)C.OS(O)(=O)=O. (2) Given the product [OH:18][C:17]([CH3:20])([CH2:16][N:14]1[CH:15]=[C:11]([C:9]2[CH:10]=[C:5]([CH3:4])[CH:6]=[C:7]([NH:21][C:22]3[CH:27]=[C:26]([C:28]([F:29])([F:30])[F:31])[CH:25]=[CH:24][N:23]=3)[N:8]=2)[CH:12]=[N:13]1)[CH2:19][C:1]#[N:2], predict the reactants needed to synthesize it. The reactants are: [C-:1]#[N:2].[Na+].[CH3:4][C:5]1[CH:10]=[C:9]([C:11]2[CH:12]=[N:13][N:14]([CH2:16][C:17]3([CH3:20])[CH2:19][O:18]3)[CH:15]=2)[N:8]=[C:7]([NH:21][C:22]2[CH:27]=[C:26]([C:28]([F:31])([F:30])[F:29])[CH:25]=[CH:24][N:23]=2)[CH:6]=1. (3) Given the product [CH3:36][C:9]([CH3:35])([CH3:8])[C:10]#[C:11][C:12]1[S:16][C:15]([C:17]([OH:19])=[O:18])=[C:14]([N:20]([C:21]([C@H:23]2[CH2:28][CH2:27][C@H:26]([CH3:29])[CH2:25][CH2:24]2)=[O:22])[C@@H:30]([CH3:34])[CH2:31][CH2:32][O:33][C:38]2[CH:39]=[N:40][CH:41]=[N:42][CH:43]=2)[CH:13]=1, predict the reactants needed to synthesize it. The reactants are: OC(C(F)(F)F)=O.[CH3:8][C:9]([CH3:36])([CH3:35])[C:10]#[C:11][C:12]1[S:16][C:15]([C:17]([OH:19])=[O:18])=[C:14]([N:20]([C@@H:30]([CH3:34])[CH2:31][CH2:32][OH:33])[C:21]([C@H:23]2[CH2:28][CH2:27][C@H:26]([CH3:29])[CH2:25][CH2:24]2)=[O:22])[CH:13]=1.Cl[C:38]1[CH:39]=[N:40][CH:41]=[N:42][CH:43]=1.C(O[K])(C)(C)C.